Dataset: Forward reaction prediction with 1.9M reactions from USPTO patents (1976-2016). Task: Predict the product of the given reaction. (1) Given the reactants Cl[C:2]1[CH:7]=[C:6]([O:8][CH3:9])[N:5]=[C:4]([O:10][CH3:11])[N:3]=1.C1N2CCN(CC2)C1.C(=O)([O-])[O-:21].[K+].[K+].C(O)(=O)CC(CC(O)=O)(C(O)=O)O, predict the reaction product. The product is: [CH3:11][O:10][C:4]1[N:3]=[C:2]([OH:21])[CH:7]=[C:6]([O:8][CH3:9])[N:5]=1. (2) The product is: [CH2:1]([N:3]([C:16](=[O:17])[C:15]1[CH:19]=[CH:20][C:12]([C:10]#[N:11])=[CH:13][CH:14]=1)[CH2:4][CH2:5][C:6]([OH:8])=[O:7])[CH3:2]. Given the reactants [CH2:1]([NH:3][CH2:4][CH2:5][C:6]([OH:8])=[O:7])[CH3:2].Cl.[C:10]([C:12]1[CH:20]=[CH:19][C:15]([C:16](Cl)=[O:17])=[CH:14][CH:13]=1)#[N:11], predict the reaction product. (3) Given the reactants [NH:1]1[C:5]2=[N:6][CH:7]=[C:8]([OH:10])[CH:9]=[C:4]2[CH:3]=[CH:2]1.[CH:11]1(O)[CH2:15][CH2:14][CH2:13][CH2:12]1, predict the reaction product. The product is: [CH:11]1([O:10][C:8]2[CH:9]=[C:4]3[CH:3]=[CH:2][NH:1][C:5]3=[N:6][CH:7]=2)[CH2:15][CH2:14][CH2:13][CH2:12]1. (4) Given the reactants Br[C:2]1[C:22]([O:23][CH3:24])=[CH:21][C:5]2[N:6]([CH3:20])[C:7](=[O:19])[CH2:8][N:9]=[C:10]([C:11]3[CH:12]=[C:13]([CH:16]=[CH:17][CH:18]=3)[C:14]#[N:15])[C:4]=2[CH:3]=1.C1(B(O)O)C=CC=CC=1.[CH3:34][O:35][C:36]1[CH:41]=[CH:40][C:39](B(O)O)=[CH:38][CH:37]=1, predict the reaction product. The product is: [CH3:24][O:23][C:22]1[C:2]([C:39]2[CH:40]=[CH:41][C:36]([O:35][CH3:34])=[CH:37][CH:38]=2)=[CH:3][C:4]2[C:10]([C:11]3[CH:12]=[C:13]([CH:16]=[CH:17][CH:18]=3)[C:14]#[N:15])=[N:9][CH2:8][C:7](=[O:19])[N:6]([CH3:20])[C:5]=2[CH:21]=1. (5) Given the reactants [C:1](#[N:8])[CH2:2][CH2:3][CH2:4][CH2:5][C:6]#[N:7].[C:9](O)(=O)[C:10]1C=CC(C(O)=O)=CC=1.P(=O)(O)(O)O, predict the reaction product. The product is: [C:6]([C:5]1[CH:10]=[CH:9][C:2]([C:1]#[N:8])=[CH:3][CH:4]=1)#[N:7]. (6) Given the reactants C[Si](I)(C)C.[CH2:6]([O:8][C:9]([C:11]1[CH:44]=[CH:43][C:14]([O:15][C:16]2[CH:17]=[C:18]([CH:34]=[C:35]([O:37][C@@H:38]([CH3:42])[CH2:39][O:40]C)[CH:36]=2)[C:19]([NH:21][C:22]2[CH:26]=[CH:25][N:24](C(OC(C)(C)C)=O)[N:23]=2)=[O:20])=[CH:13][CH:12]=1)=[O:10])[CH3:7].S([O-])([O-])(=O)=S.[Na+].[Na+], predict the reaction product. The product is: [OH:40][CH2:39][C@H:38]([CH3:42])[O:37][C:35]1[CH:36]=[C:16]([CH:17]=[C:18]([C:19]([NH:21][C:22]2[CH:26]=[CH:25][NH:24][N:23]=2)=[O:20])[CH:34]=1)[O:15][C:14]1[CH:13]=[CH:12][C:11]([C:9]([O:8][CH2:6][CH3:7])=[O:10])=[CH:44][CH:43]=1. (7) Given the reactants [Br:1][C:2]1[CH:3]=[C:4]2[C:9](=[N:10][CH:11]=1)[NH:8][C:7](=[O:12])[C:6]1([CH2:17][CH2:16][C:15](=O)[CH2:14][CH2:13]1)[CH2:5]2.C([O-])([O-])=O.[Na+].[Na+].Cl.[NH2:26][OH:27], predict the reaction product. The product is: [Br:1][C:2]1[CH:3]=[C:4]2[C:9](=[N:10][CH:11]=1)[NH:8][C:7](=[O:12])[C:6]1([CH2:17][CH2:16][C:15](=[N:26][OH:27])[CH2:14][CH2:13]1)[CH2:5]2. (8) Given the reactants [CH3:1][S:2]([N:5]1[C:10]2[CH:11]=[C:12]([CH3:15])[CH:13]=[CH:14][C:9]=2[O:8][CH2:7][CH2:6]1)(=[O:4])=[O:3].[Br:16]N1C(=O)CCC1=O, predict the reaction product. The product is: [Br:16][CH2:15][C:12]1[CH:13]=[CH:14][C:9]2[O:8][CH2:7][CH2:6][N:5]([S:2]([CH3:1])(=[O:3])=[O:4])[C:10]=2[CH:11]=1. (9) The product is: [CH2:9]([O:8][C:6](=[O:7])[C:5]([NH:11][C:12]([O:14][CH2:15][C:16]1[CH:21]=[CH:20][CH:19]=[CH:18][CH:17]=1)=[O:13])([CH2:24][CH:25]([CH2:28][CH3:29])[CH2:26][CH3:27])[C:4]([O:3][CH2:1][CH3:2])=[O:22])[CH3:10]. Given the reactants [CH2:1]([O:3][C:4](=[O:22])[CH:5]([NH:11][C:12]([O:14][CH2:15][C:16]1[CH:21]=[CH:20][CH:19]=[CH:18][CH:17]=1)=[O:13])[C:6]([O:8][CH2:9][CH3:10])=[O:7])[CH3:2].I[CH2:24][CH:25]([CH2:28][CH3:29])[CH2:26][CH3:27].[OH-].[Li+], predict the reaction product.